This data is from Full USPTO retrosynthesis dataset with 1.9M reactions from patents (1976-2016). The task is: Predict the reactants needed to synthesize the given product. (1) Given the product [ClH:13].[C:1](=[O:12])([O:23][CH2:22][CH2:21][CH2:20][N:14]1[CH2:19][CH2:18][CH2:17][CH2:16][CH2:15]1)[O:2][C:3]1[CH:8]=[CH:7][C:6]([N+:9]([O-:11])=[O:10])=[CH:5][CH:4]=1, predict the reactants needed to synthesize it. The reactants are: [C:1]([Cl:13])(=[O:12])[O:2][C:3]1[CH:8]=[CH:7][C:6]([N+:9]([O-:11])=[O:10])=[CH:5][CH:4]=1.[N:14]1([CH2:20][CH2:21][CH2:22][OH:23])[CH2:19][CH2:18][CH2:17][CH2:16][CH2:15]1. (2) Given the product [Cl:10][C:11]1[CH:27]=[CH:26][C:14]2[CH2:15][CH2:16][N:17]([C:20](=[O:25])[C:21]([F:23])([F:24])[F:22])[CH2:18][CH2:19][C:13]=2[C:12]=1[NH:28][CH2:29][C:30]1[CH:35]=[CH:34][C:33]([C:36](=[N:2][OH:3])[CH2:37][CH:38]([CH3:40])[CH3:39])=[CH:32][CH:31]=1, predict the reactants needed to synthesize it. The reactants are: Cl.[NH2:2][OH:3].N1C=CC=CC=1.[Cl:10][C:11]1[CH:27]=[CH:26][C:14]2[CH2:15][CH2:16][N:17]([C:20](=[O:25])[C:21]([F:24])([F:23])[F:22])[CH2:18][CH2:19][C:13]=2[C:12]=1[NH:28][CH2:29][C:30]1[CH:35]=[CH:34][C:33]([C:36](=O)[CH2:37][CH:38]([CH3:40])[CH3:39])=[CH:32][CH:31]=1. (3) Given the product [Si:1]([O:18][CH2:19][C:20]1[S:24][C:23]([CH:25]=[O:26])=[N:22][N:21]=1)([C:14]([CH3:15])([CH3:16])[CH3:17])([C:2]1[CH:7]=[CH:6][CH:5]=[CH:4][CH:3]=1)[C:8]1[CH:13]=[CH:12][CH:11]=[CH:10][CH:9]=1, predict the reactants needed to synthesize it. The reactants are: [Si:1]([O:18][CH2:19][C:20]1[S:24][C:23]([CH2:25][OH:26])=[N:22][N:21]=1)([C:14]([CH3:17])([CH3:16])[CH3:15])([C:8]1[CH:13]=[CH:12][CH:11]=[CH:10][CH:9]=1)[C:2]1[CH:7]=[CH:6][CH:5]=[CH:4][CH:3]=1.